Dataset: Reaction yield outcomes from USPTO patents with 853,638 reactions. Task: Predict the reaction yield, written as a fraction of the theoretical maximum amount of product (1.0 means a 100% yield; for example, 0.34 means a 34% yield). (1) The reactants are [CH2:1]([N:4]([CH3:9])[CH2:5][C@@H:6]([OH:8])[CH3:7])[CH:2]=[CH2:3].F[C:11]1[CH:20]=[CH:19][CH:18]=[C:17]2[C:12]=1[C:13]([NH:21][C:22]1[CH:27]=[CH:26][C:25]([O:28][C:29]3[CH:30]=[N:31][C:32]([CH3:35])=[CH:33][CH:34]=3)=[C:24]([CH3:36])[CH:23]=1)=[N:14][CH:15]=[N:16]2. No catalyst specified. The product is [CH2:1]([N:4]([CH3:9])[CH2:5][C@H:6]([CH3:7])[O:8][C:11]1[CH:20]=[CH:19][CH:18]=[C:17]2[C:12]=1[C:13]([NH:21][C:22]1[CH:27]=[CH:26][C:25]([O:28][C:29]3[CH:30]=[N:31][C:32]([CH3:35])=[CH:33][CH:34]=3)=[C:24]([CH3:36])[CH:23]=1)=[N:14][CH:15]=[N:16]2)[CH:2]=[CH2:3]. The yield is 0.920. (2) The reactants are Cl[CH2:2][C:3]1[CH:8]=[CH:7][CH:6]=[CH:5][C:4]=1[CH2:9][C:10]([OH:12])=[O:11].[NH:13]1[CH2:18][CH2:17][O:16][CH2:15][CH2:14]1. The catalyst is C1COCC1.C(OCC)(=O)C. The product is [O:16]1[CH2:17][CH2:18][N:13]([CH2:2][C:3]2[CH:8]=[CH:7][CH:6]=[CH:5][C:4]=2[CH2:9][C:10]([OH:12])=[O:11])[CH2:14][CH2:15]1. The yield is 0.870. (3) The reactants are [CH2:1]([O:3][C:4]([C:6]1([NH2:15])[CH2:14][C:13]2[C:8](=[CH:9][CH:10]=[CH:11][CH:12]=2)[CH2:7]1)=[O:5])[CH3:2].CN(C(ON1N=N[C:26]2[CH:27]=[CH:28][CH:29]=N[C:25]1=2)=[N+](C)C)C.F[P-](F)(F)(F)(F)F.CCN([CH:46]([CH3:48])[CH3:47])C(C)C. The catalyst is CN(C=O)C. The product is [CH2:1]([O:3][C:4]([C:6]1([NH:15][C:1](=[O:3])[CH:2]([CH:25]2[CH2:26][CH2:27][CH2:28][CH2:29]2)[C:47]2[CH:46]=[CH:48][CH:7]=[CH:6][CH:4]=2)[CH2:14][C:13]2[C:8](=[CH:9][CH:10]=[CH:11][CH:12]=2)[CH2:7]1)=[O:5])[CH3:2]. The yield is 0.820.